Dataset: Full USPTO retrosynthesis dataset with 1.9M reactions from patents (1976-2016). Task: Predict the reactants needed to synthesize the given product. (1) Given the product [Cl:9][C:10]1[CH:15]=[CH:14][CH:13]=[CH:12][C:11]=1[C:2]1[CH:8]=[CH:7][C:5]([NH2:6])=[CH:4][CH:3]=1, predict the reactants needed to synthesize it. The reactants are: Br[C:2]1[CH:8]=[CH:7][C:5]([NH2:6])=[CH:4][CH:3]=1.[Cl:9][C:10]1[CH:15]=[CH:14][CH:13]=[CH:12][C:11]=1B(O)O. (2) Given the product [O:12]1[CH2:13][CH2:14][O:15][C:10]2[CH:9]=[C:8]([CH2:7][C:6]3[CH:18]=[C:2]([C:29]4([O:50][CH3:21])[C@H:28]([OH:27])[C@@H:33]([OH:34])[C@H:32]([OH:39])[C@@H:31]([CH2:44][OH:45])[O:30]4)[CH:3]=[CH:4][C:5]=3[CH3:19])[CH:17]=[CH:16][C:11]1=2, predict the reactants needed to synthesize it. The reactants are: Br[C:2]1[CH:3]=[CH:4][C:5]([CH3:19])=[C:6]([CH:18]=1)[CH2:7][C:8]1[CH:17]=[CH:16][C:11]2[O:12][CH2:13][CH2:14][O:15][C:10]=2[CH:9]=1.[Li][CH2:21]CCC.C[Si](C)(C)[O:27][C@@H:28]1[C@@H:33]([O:34][Si](C)(C)C)[C@H:32]([O:39][Si](C)(C)C)[C@@H:31]([CH2:44][O:45][Si](C)(C)C)[O:30][C:29]1=[O:50].S(O)(C)(=O)=O.C(=O)(O)[O-].[Na+]. (3) Given the product [F:15][C:16]([F:20])([F:19])[CH2:17][O:1][CH:2]1[CH2:3][CH2:4][N:5]([C:8]([O:10][C:11]([CH3:14])([CH3:13])[CH3:12])=[O:9])[CH2:6][CH2:7]1, predict the reactants needed to synthesize it. The reactants are: [OH:1][CH:2]1[CH2:7][CH2:6][N:5]([C:8]([O:10][C:11]([CH3:14])([CH3:13])[CH3:12])=[O:9])[CH2:4][CH2:3]1.[F:15][C:16]([F:20])([F:19])[CH2:17]O.C1(P(C2C=CC=CC=2)C2C=CC=CC=2)C=CC=CC=1.N(C(OCC)=O)=NC(OCC)=O.